This data is from Experimentally validated miRNA-target interactions with 360,000+ pairs, plus equal number of negative samples. The task is: Binary Classification. Given a miRNA mature sequence and a target amino acid sequence, predict their likelihood of interaction. (1) The miRNA is hsa-miR-4715-3p with sequence GUGCCACCUUAACUGCAGCCAAU. The protein sequence of the target gene is MSRYLLPLSALGTVAGAAVLLKDYVTGGACPSKATIPGKTVIVTGANTGIGKQTALELARRGGNIILACRDMEKCEAAAKDIRGETLNHHVNARHLDLASLKSIREFAAKIIEEEERVDILINNAGVMRCPHWTTEDGFEMQFGVNHLGHFLLTNLLLDKLKASAPSRIINLSSLAHVAGHIDFDDLNWQTRKYNTKAAYCQSKLAIVLFTKELSRRLQGSGVTVNALHPGVARTELGRHTGIHGSTFSSTTLGPIFWLLVKSPELAAQPSTYLAVAEELADVSGKYFDGLKQKAPAPEA.... Result: 1 (interaction). (2) The miRNA is hsa-miR-618 with sequence AAACUCUACUUGUCCUUCUGAGU. The protein sequence of the target gene is MAAAARARVTHLLRHLQSTACQCPTHSHTYSQAPGPSGKTADYAFEMAVSNIRYGAGVTKEVGMDLQNMGAKNVCLMTDKNLSQLPPVQIVMDSLSKNGISFQVYDDVRVEPTDGSFMDAIEFAKKGAFDAYVAVGGGSTMDTCKAANLYASSPHSEFLDYVNAPIGKGKPVTVPLKPLIAVPTTSGTGSETTGVAIFDYEHLKVKTGIASRAIKPTLGLVDPLHTLHMPCQVVANSGFDVLCHALESYTAIPYSMRSPCPSNPIQRPAYQGSNPISDIWAVHALQIVAKYLKRAVRNPD.... Result: 0 (no interaction). (3) The miRNA is hsa-miR-23a-3p with sequence AUCACAUUGCCAGGGAUUUCC. The protein sequence of the target gene is MVSKLTSLQQELLSALLSSGVTKEVLVQALEELLPSPNFGVKLETLPLSPGSGAEPDTKPVFHTLTNGHAKGRLSGDEGSEDGDDYDTPPILKELQALNTEEAAEQRAEVDRMLSEDPWRAAKMIKGYMQQHNIPQREVVDVTGLNQSHLSQHLNKGTPMKTQKRAALYTWYVRKQREILRQFNQTVQSSGNMTDKSSQDQLLFLFPEFSQQSHGPGQSDDACSEPTNKKMRRNRFKWGPASQQILYQAYDRQKNPSKEEREALVEECNRAECLQRGVSPSKAHGLGSNLVTEVRVYNWF.... Result: 1 (interaction). (4) The protein sequence of the target gene is MAPSTVAVEMLSPKEKNRLRKPVVEKMRRDRINSSIEQLKLLLEQEFARHQPNSKLEKADILEMAVSYLKHSKAFAAAAGPKSLHQDYSEGYSWCLQEAVQFLTLHAASDTQMKLLYHFQRPPAPAAPAKEPPAPGAAPQPARSSAKAAAAAVSTSRQPACGLWRPW. Result: 0 (no interaction). The miRNA is mmu-miR-1960 with sequence CCAGUGCUGUUAGAAGAGGGCU.